Dataset: Forward reaction prediction with 1.9M reactions from USPTO patents (1976-2016). Task: Predict the product of the given reaction. (1) Given the reactants [Cl:1][C:2]1[C:10]2[C:5](=[CH:6][C:7]([F:20])=[C:8]([CH2:11][NH:12]C(=O)OC(C)(C)C)[CH:9]=2)[NH:4][CH:3]=1.Cl, predict the reaction product. The product is: [ClH:1].[Cl:1][C:2]1[C:10]2[C:5](=[CH:6][C:7]([F:20])=[C:8]([CH2:11][NH2:12])[CH:9]=2)[NH:4][CH:3]=1. (2) The product is: [Cl:9][C:4]1[N:5]=[CH:6][C:7]2[O:8][CH2:11][C:12](=[O:13])[NH:1][C:2]=2[N:3]=1. Given the reactants [NH2:1][C:2]1[C:7]([OH:8])=[CH:6][N:5]=[C:4]([Cl:9])[N:3]=1.Cl[CH2:11][C:12](Cl)=[O:13], predict the reaction product. (3) Given the reactants [Cl:1][C:2]1[CH:3]=[C:4]([O:8][C:9]2[CH:31]=[N:30][C:12]3[N:13]([CH3:29])[C:14](=[O:28])[N:15]([CH2:18][CH2:19][CH2:20][O:21][CH:22]4[CH2:27][CH2:26][CH2:25][CH2:24][O:23]4)[C:16](=[O:17])[C:11]=3[CH:10]=2)[CH:5]=[N:6][CH:7]=1.[Li+].CC([N-]C(C)C)C.[Cl:40][C:41]1[CH:48]=[CH:47][C:44]([CH:45]=[O:46])=[CH:43][CH:42]=1, predict the reaction product. The product is: [Cl:40][C:41]1[CH:48]=[CH:47][C:44]([CH:45]([OH:46])[C:10]2[C:11]3[C:16](=[O:17])[N:15]([CH2:18][CH2:19][CH2:20][O:21][CH:22]4[CH2:27][CH2:26][CH2:25][CH2:24][O:23]4)[C:14](=[O:28])[N:13]([CH3:29])[C:12]=3[N:30]=[CH:31][C:9]=2[O:8][C:4]2[CH:5]=[N:6][CH:7]=[C:2]([Cl:1])[CH:3]=2)=[CH:43][CH:42]=1.